Task: Predict the reaction yield, written as a fraction of the theoretical maximum amount of product (1.0 means a 100% yield; for example, 0.34 means a 34% yield).. Dataset: Reaction yield outcomes from USPTO patents with 853,638 reactions (1) The reactants are [N:1]1([S:7]([C:10]2[CH:17]=[CH:16][C:13]([C:14]#[N:15])=[CH:12][CH:11]=2)(=[O:9])=[O:8])[CH2:6][CH2:5][CH2:4][CH2:3][CH2:2]1.[OH-].[NH4+].[H][H]. The catalyst is CO.[Ni]. The product is [N:1]1([S:7]([C:10]2[CH:17]=[CH:16][C:13]([CH2:14][NH2:15])=[CH:12][CH:11]=2)(=[O:9])=[O:8])[CH2:2][CH2:3][CH2:4][CH2:5][CH2:6]1. The yield is 0.250. (2) The reactants are [Cl:1][C:2]1[N:7]=[C:6]([CH2:8][C:9]([C:11]2[CH:12]=[CH:13][C:14]([F:29])=[C:15]([NH:17][S:18]([C:21]3[C:26]([F:27])=[CH:25][CH:24]=[CH:23][C:22]=3[F:28])(=[O:20])=[O:19])[CH:16]=2)=O)[CH:5]=[CH:4][N:3]=1.C1C(=O)N(Br)C(=O)C1.[N:38]1([C:43](=[S:45])[NH2:44])[CH2:42][CH2:41][CH2:40][CH2:39]1. The catalyst is C(Cl)Cl.CCOC(C)=O. The product is [Cl:1][C:2]1[N:7]=[C:6]([C:8]2[S:45][C:43]([N:38]3[CH2:42][CH2:41][CH2:40][CH2:39]3)=[N:44][C:9]=2[C:11]2[CH:12]=[CH:13][C:14]([F:29])=[C:15]([NH:17][S:18]([C:21]3[C:26]([F:27])=[CH:25][CH:24]=[CH:23][C:22]=3[F:28])(=[O:20])=[O:19])[CH:16]=2)[CH:5]=[CH:4][N:3]=1. The yield is 0.670. (3) The reactants are [H-].[Na+].[CH:3]1[C:12]2[C:7](=[CH:8][CH:9]=[CH:10][CH:11]=2)[CH:6]=[CH:5][C:4]=1[S:13]([N:16]1[CH2:21][CH2:20][NH:19][CH2:18][CH2:17]1)(=[O:15])=[O:14].CS([C:26]1[N:31]=[CH:30][C:29]([C:32]([O:34][CH2:35][CH3:36])=[O:33])=[CH:28][N:27]=1)(=O)=O.O. The catalyst is C1COCC1. The product is [CH:3]1[C:12]2[C:7](=[CH:8][CH:9]=[CH:10][CH:11]=2)[CH:6]=[CH:5][C:4]=1[S:13]([N:16]1[CH2:21][CH2:20][N:19]([C:26]2[N:27]=[CH:28][C:29]([C:32]([O:34][CH2:35][CH3:36])=[O:33])=[CH:30][N:31]=2)[CH2:18][CH2:17]1)(=[O:15])=[O:14]. The yield is 0.840. (4) The reactants are [CH2:1]([C:5]1[N:6]=[C:7]([CH3:27])[NH:8][C:9](=[O:26])[C:10]=1[CH2:11][C:12]1[CH:17]=[CH:16][C:15]([C:18]2[C:19]([C:24]#[N:25])=[CH:20][CH:21]=[CH:22][CH:23]=2)=[CH:14][CH:13]=1)[CH2:2][CH2:3][CH3:4].[H-].[Na+].CN(C)C=O.Br[CH2:36][C:37]1[CH:42]=[CH:41][CH:40]=[CH:39][C:38]=1[Cl:43]. The catalyst is C(OCC)(=O)C. The product is [CH2:1]([C:5]1[N:6]=[C:7]([CH3:27])[N:8]([CH2:36][C:37]2[CH:42]=[CH:41][CH:40]=[CH:39][C:38]=2[Cl:43])[C:9](=[O:26])[C:10]=1[CH2:11][C:12]1[CH:17]=[CH:16][C:15]([C:18]2[C:19]([C:24]#[N:25])=[CH:20][CH:21]=[CH:22][CH:23]=2)=[CH:14][CH:13]=1)[CH2:2][CH2:3][CH3:4]. The yield is 0.450. (5) The reactants are [CH3:1][N:2]([CH2:4][C:5]1[CH:10]=[CH:9][C:8]([CH:11]2[CH:20]([C:21]3[CH:26]=[CH:25][C:24]([CH3:27])=[CH:23][CH:22]=3)[C:19](=O)[C:18]3[C:17]([C:29](OCC)=O)=[CH:16][CH:15]=[CH:14][C:13]=3[NH:12]2)=[CH:7][CH:6]=1)[CH3:3].[OH2:34].[NH2:35][NH2:36]. The yield is 0.110. The catalyst is CO. The product is [CH3:1][N:2]([CH2:4][C:5]1[CH:6]=[CH:7][C:8]([CH:11]2[NH:12][C:13]3[C:18]4[C:19](=[N:35][NH:36][C:29](=[O:34])[C:17]=4[CH:16]=[CH:15][CH:14]=3)[CH:20]2[C:21]2[CH:26]=[CH:25][C:24]([CH3:27])=[CH:23][CH:22]=2)=[CH:9][CH:10]=1)[CH3:3]. (6) The reactants are [O:1]=[S:2]1(=[O:23])[CH2:7][CH2:6][N:5]([CH2:8][CH2:9][NH:10][S:11]([C:14]2[CH:19]=[CH:18][CH:17]=[CH:16][C:15]=2[N+:20]([O-:22])=[O:21])(=[O:13])=[O:12])[CH2:4][CH2:3]1.O[CH2:25][CH2:26][N:27]1[CH2:32][CH2:31][S:30](=[O:34])(=[O:33])[CH2:29][CH2:28]1.C1(P(C2C=CC=CC=2)C2C=CC=CC=2)C=CC=CC=1.N(C(OCC)=O)=NC(OCC)=O.C(O)(C(F)(F)F)=O. The catalyst is C1COCC1. The product is [O:23]=[S:2]1(=[O:1])[CH2:7][CH2:6][N:5]([CH2:8][CH2:9][N:10]([CH2:25][CH2:26][N:27]2[CH2:32][CH2:31][S:30](=[O:34])(=[O:33])[CH2:29][CH2:28]2)[S:11]([C:14]2[CH:19]=[CH:18][CH:17]=[CH:16][C:15]=2[N+:20]([O-:22])=[O:21])(=[O:12])=[O:13])[CH2:4][CH2:3]1. The yield is 0.830. (7) The reactants are [C:1]([O:5][C:6](=[O:26])[NH:7][C:8]1[S:9][C:10]2[CH:16]=[C:15]([CH:17]=[O:18])[CH:14]=[C:13]([C:19]3[CH:24]=[CH:23][CH:22]=[C:21]([Br:25])[CH:20]=3)[C:11]=2[N:12]=1)([CH3:4])([CH3:3])[CH3:2].[F:27][C:28]1[CH:33]=[CH:32][C:31]([Mg]Br)=[CH:30][CH:29]=1.[NH4+].[Cl-]. The catalyst is C1COCC1. The product is [C:1]([O:5][C:6](=[O:26])[NH:7][C:8]1[S:9][C:10]2[CH:16]=[C:15]([CH:17]([C:31]3[CH:32]=[CH:33][C:28]([F:27])=[CH:29][CH:30]=3)[OH:18])[CH:14]=[C:13]([C:19]3[CH:24]=[CH:23][CH:22]=[C:21]([Br:25])[CH:20]=3)[C:11]=2[N:12]=1)([CH3:4])([CH3:2])[CH3:3]. The yield is 0.350. (8) The reactants are [O:1]=[S:2]1(=[O:16])[CH2:7][CH2:6][N:5]([C:8]([CH3:15])([CH3:14])[CH2:9][NH:10]C(=O)C)[CH2:4][CH2:3]1.[OH-].[Na+]. The catalyst is CO. The product is [NH2:10][CH2:9][C:8]([N:5]1[CH2:4][CH2:3][S:2](=[O:16])(=[O:1])[CH2:7][CH2:6]1)([CH3:15])[CH3:14]. The yield is 1.00. (9) The reactants are [N:1]([Si](C)(C)C)=[N+:2]=[N-:3].B(F)(F)F.CCOCC.[Br:17][C:18]1[CH:19]=[C:20]2[C:30](=[CH:31][CH:32]=1)[O:29][C:23]1[CH:24]=[N:25][C:26]([Cl:28])=[CH:27][C:22]=1[C:21]2([CH:34]([CH3:37])[CH2:35][OH:36])O.C(=O)(O)[O-]. The catalyst is C1COCC1.CCOC(C)=O. The product is [N:1]([C:21]1([CH:34]([CH3:37])[CH2:35][OH:36])[C:22]2[CH:27]=[C:26]([Cl:28])[N:25]=[CH:24][C:23]=2[O:29][C:30]2[C:20]1=[CH:19][C:18]([Br:17])=[CH:32][CH:31]=2)=[N+:2]=[N-:3]. The yield is 0.850.